Dataset: Catalyst prediction with 721,799 reactions and 888 catalyst types from USPTO. Task: Predict which catalyst facilitates the given reaction. (1) Reactant: [I:1][C:2]1[C:10]2[C:5](=[CH:6][CH:7]=[C:8]([C:11]([OH:13])=O)[CH:9]=2)[NH:4][N:3]=1.[O:14]1[CH2:19][CH2:18][N:17]([C:20]2[CH:25]=[CH:24][CH:23]=[CH:22][C:21]=2[CH2:26][NH2:27])[CH2:16][CH2:15]1.CN(C(ON1N=NC2C=CC=CC1=2)=[N+](C)C)C.[B-](F)(F)(F)F.CCN(C(C)C)C(C)C. Product: [I:1][C:2]1[C:10]2[C:5](=[CH:6][CH:7]=[C:8]([C:11]([NH:27][CH2:26][C:21]3[CH:22]=[CH:23][CH:24]=[CH:25][C:20]=3[N:17]3[CH2:18][CH2:19][O:14][CH2:15][CH2:16]3)=[O:13])[CH:9]=2)[NH:4][N:3]=1. The catalyst class is: 136. (2) Reactant: [CH3:1][O:2][C:3](=[O:42])[C:4]1[CH:9]=[CH:8][C:7]([N:10]([CH2:12][CH2:13][C:14]2[C:22]3[C:17](=[CH:18][CH:19]=[C:20]([Cl:23])[CH:21]=3)[N:16]([CH:24]([C:31]3[CH:36]=[CH:35][CH:34]=[CH:33][CH:32]=3)[C:25]3[CH:30]=[CH:29][CH:28]=[CH:27][CH:26]=3)[C:15]=2[CH2:37][CH2:38][N:39]=[N+]=[N-])[CH3:11])=[CH:6][CH:5]=1.C(Cl)Cl. Product: [CH3:1][O:2][C:3](=[O:42])[C:4]1[CH:5]=[CH:6][C:7]([N:10]([CH2:12][CH2:13][C:14]2[C:22]3[C:17](=[CH:18][CH:19]=[C:20]([Cl:23])[CH:21]=3)[N:16]([CH:24]([C:31]3[CH:32]=[CH:33][CH:34]=[CH:35][CH:36]=3)[C:25]3[CH:26]=[CH:27][CH:28]=[CH:29][CH:30]=3)[C:15]=2[CH2:37][CH2:38][NH2:39])[CH3:11])=[CH:8][CH:9]=1. The catalyst class is: 19. (3) Reactant: [C:1]([O:5][C:6]([N:8]1[CH2:16][CH:15]2[C:17](=[CH:18][O:19]C)[CH:10]([CH2:11][CH2:12][CH2:13][CH2:14]2)[CH2:9]1)=[O:7])([CH3:4])([CH3:3])[CH3:2].O.O.O.O.O.O.O.[Cl-].[Cl-].[Cl-].[Ce+3].[Na+].[I-]. Product: [C:1]([O:5][C:6]([N:8]1[CH2:9][CH:10]2[CH:17]([CH:18]=[O:19])[CH:15]([CH2:14][CH2:13][CH2:12][CH2:11]2)[CH2:16]1)=[O:7])([CH3:4])([CH3:3])[CH3:2]. The catalyst class is: 23. (4) Reactant: C([O:5][C:6](=[O:44])[CH:7]([NH:36]C(OC(C)(C)C)=O)[CH2:8][CH2:9][C:10]([O:12][CH2:13][C:14]1[CH:19]=[CH:18][C:17]([NH:20][C:21]2[N:26]=[C:25]([NH2:27])[N:24]=[C:23]([C:28]3[CH:33]=[C:32]([Cl:34])[CH:31]=[CH:30][C:29]=3[CH3:35])[N:22]=2)=[CH:16][CH:15]=1)=[O:11])(C)(C)C.C(O)(=O)C.ClCCl.Cl. Product: [NH2:27][C:25]1[N:24]=[C:23]([C:28]2[CH:33]=[C:32]([Cl:34])[CH:31]=[CH:30][C:29]=2[CH3:35])[N:22]=[C:21]([NH:20][C:17]2[CH:16]=[CH:15][C:14]([CH2:13][O:12][C:10](=[O:11])[CH2:9][CH2:8][C@H:7]([NH2:36])[C:6]([OH:44])=[O:5])=[CH:19][CH:18]=2)[N:26]=1. The catalyst class is: 155.